Dataset: Reaction yield outcomes from USPTO patents with 853,638 reactions. Task: Predict the reaction yield, written as a fraction of the theoretical maximum amount of product (1.0 means a 100% yield; for example, 0.34 means a 34% yield). (1) The reactants are Cl[CH2:2][CH2:3][CH2:4][CH2:5][CH:6]([C:19]1[NH:23][N:22]=[C:21]([NH:24][C:25]2[CH:30]=[CH:29][C:28]([N:31]3[CH:35]=[C:34]([Cl:36])[N:33]=[CH:32]3)=[C:27]([O:37][CH3:38])[CH:26]=2)[N:20]=1)[C:7]1[CH:12]=[CH:11][C:10]([O:13][CH2:14][C:15]([F:18])([F:17])[F:16])=[CH:9][CH:8]=1.[I-].[Na+]. The catalyst is CC(C)=O. The product is [Cl:36][C:34]1[N:33]=[CH:32][N:31]([C:28]2[CH:29]=[CH:30][C:25]([NH:24][C:21]3[N:20]=[C:19]4[CH:6]([C:7]5[CH:12]=[CH:11][C:10]([O:13][CH2:14][C:15]([F:16])([F:18])[F:17])=[CH:9][CH:8]=5)[CH2:5][CH2:4][CH2:3][CH2:2][N:23]4[N:22]=3)=[CH:26][C:27]=2[O:37][CH3:38])[CH:35]=1. The yield is 0.150. (2) The reactants are C(=O)([O-])[O-].[K+].[K+].[CH2:7](Br)[CH2:8][C:9]1[CH:14]=[CH:13][CH:12]=[CH:11][CH:10]=1.[NH:16]1[C:24]2[C:19](=[CH:20][C:21]([OH:25])=[CH:22][CH:23]=2)[CH:18]=[N:17]1.[OH-].[Na+]. The catalyst is [I-].C([N+](CCCC)(CCCC)CCCC)CCC.CN(C)C=O.C(Cl)(Cl)Cl. The product is [C:9]1([CH2:8][CH2:7][O:25][C:21]2[CH:20]=[C:19]3[C:24](=[CH:23][CH:22]=2)[NH:16][N:17]=[CH:18]3)[CH:14]=[CH:13][CH:12]=[CH:11][CH:10]=1. The yield is 0.0800. (3) The reactants are [CH2:1]([NH:3][C:4]([N:17]1[CH2:21][CH:20]([CH2:22][CH3:23])[CH:19]=[N:18]1)=[N:5][S:6]([C:9]1[CH:14]=[CH:13][C:12]([O:15]C)=[CH:11][CH:10]=1)(=[O:8])=[O:7])[CH3:2].B(Br)(Br)Br. The catalyst is C(Cl)Cl. The product is [CH2:1]([NH:3][C:4]([N:17]1[CH2:21][CH:20]([CH2:22][CH3:23])[CH:19]=[N:18]1)=[N:5][S:6]([C:9]1[CH:10]=[CH:11][C:12]([OH:15])=[CH:13][CH:14]=1)(=[O:8])=[O:7])[CH3:2]. The yield is 0.590. (4) The reactants are [NH2:1][C@@:2]([C:17]1[CH:22]=[C:21]([Br:23])[CH:20]=[CH:19][C:18]=1[F:24])([CH3:16])[C:3]([F:15])([F:14])[C:4]([CH3:13])([O:6][CH2:7][C:8](OCC)=[O:9])[CH3:5].C[Al](C)C.C([O-])(O)=O.[Na+]. The catalyst is C1(C)C=CC=CC=1. The product is [Br:23][C:21]1[CH:20]=[CH:19][C:18]([F:24])=[C:17]([C@:2]2([CH3:16])[C:3]([F:15])([F:14])[C:4]([CH3:13])([CH3:5])[O:6][CH2:7][C:8](=[O:9])[NH:1]2)[CH:22]=1. The yield is 0.978. (5) The reactants are [C:1]1([C:26]2[CH:31]=[CH:30][CH:29]=[CH:28][CH:27]=2)[CH:6]=[CH:5][C:4]([CH2:7][C@@H:8]([C:17]([NH:19][CH2:20][CH2:21][C:22]([O:24][CH3:25])=[O:23])=[O:18])[CH2:9][C:10]([O:12]C(C)(C)C)=[O:11])=[CH:3][CH:2]=1. The catalyst is C(Cl)Cl.C(O)(C(F)(F)F)=O. The product is [C:1]1([C:26]2[CH:31]=[CH:30][CH:29]=[CH:28][CH:27]=2)[CH:2]=[CH:3][C:4]([CH2:7][C@@H:8]([C:17]([NH:19][CH2:20][CH2:21][C:22]([O:24][CH3:25])=[O:23])=[O:18])[CH2:9][C:10]([OH:12])=[O:11])=[CH:5][CH:6]=1. The yield is 0.960. (6) The reactants are C([O:4][C@H:5]1[C@@H:14]([O:15]C(=O)C)[C@H:13]([N:19]=[N+:20]=[N-:21])[C@@H:12]([CH3:22])[O:11][C@@H:6]1[O:7][CH2:8][CH:9]=[CH2:10])(=O)C.C[O-].[Na+]. The catalyst is CO. The product is [N:19]([C@@H:13]1[C@@H:12]([CH3:22])[O:11][C@H:6]([O:7][CH2:8][CH:9]=[CH2:10])[C@@H:5]([OH:4])[C@H:14]1[OH:15])=[N+:20]=[N-:21]. The yield is 0.980. (7) The reactants are CN(C=O)C.Cl[C:7]1[C:8]2[CH2:21][CH2:20][N:19]([S:22]([CH3:25])(=[O:24])=[O:23])[C:9]=2[N:10]=[C:11]([N:13]2[CH2:18][CH2:17][O:16][CH2:15][CH2:14]2)[N:12]=1.[NH2:26][C:27]1[N:32]=[CH:31][C:30](B2OC(C)(C)C(C)(C)O2)=[CH:29][N:28]=1.P([O-])([O-])([O-])=O.[K+].[K+].[K+]. The catalyst is O.Cl[Pd](Cl)([P](C1C=CC=CC=1)(C1C=CC=CC=1)C1C=CC=CC=1)[P](C1C=CC=CC=1)(C1C=CC=CC=1)C1C=CC=CC=1. The product is [CH3:25][S:22]([N:19]1[C:9]2[N:10]=[C:11]([N:13]3[CH2:18][CH2:17][O:16][CH2:15][CH2:14]3)[N:12]=[C:7]([C:30]3[CH:29]=[N:28][C:27]([NH2:26])=[N:32][CH:31]=3)[C:8]=2[CH2:21][CH2:20]1)(=[O:24])=[O:23]. The yield is 0.960. (8) The reactants are CCN(CC)CC.Cl.[CH3:9][O:10][C:11](=[O:14])[CH2:12][NH2:13].[C:15]1([N:21]=[C:22]=[O:23])[CH:20]=[CH:19][CH:18]=[CH:17][CH:16]=1. The catalyst is C(Cl)Cl. The product is [C:15]1([NH:21][C:22](=[O:23])[NH:13][CH2:12][C:11]([O:10][CH3:9])=[O:14])[CH:20]=[CH:19][CH:18]=[CH:17][CH:16]=1. The yield is 0.340. (9) The reactants are [Br:1][CH2:2][C:3]1[C:12]2[C:7](=[CH:8][CH:9]=[CH:10][CH:11]=2)[C:6]([C:13]#N)=[CH:5][CH:4]=1.CC(C[AlH]CC(C)C)C.Cl.[OH2:25]. The catalyst is C1(C)C=CC=CC=1. The product is [Br:1][CH2:2][C:3]1[C:12]2[C:7](=[CH:8][CH:9]=[CH:10][CH:11]=2)[C:6]([CH:13]=[O:25])=[CH:5][CH:4]=1. The yield is 0.880. (10) The reactants are Cl[C:2](=[O:8])[C:3]([O:5][CH2:6][CH3:7])=[O:4].[Br:9][C:10]1[CH:11]=[C:12]([CH:17]=[C:18]([Br:21])[C:19]=1[OH:20])[C:13](=[N:15]O)[NH2:14]. The catalyst is N1C=CC=CC=1. The product is [Br:9][C:10]1[CH:11]=[C:12]([C:13]2[N:15]=[C:2]([C:3]([O:5][CH2:6][CH3:7])=[O:4])[O:8][N:14]=2)[CH:17]=[C:18]([Br:21])[C:19]=1[OH:20]. The yield is 0.460.